From a dataset of Retrosynthesis with 50K atom-mapped reactions and 10 reaction types from USPTO. Predict the reactants needed to synthesize the given product. (1) Given the product CC(C)(C)OCCOc1cc(NC(=O)OC(C)(C)C)c([N+](=O)[O-])cc1-c1ccc(F)cc1, predict the reactants needed to synthesize it. The reactants are: CC(C)(C)OCCOc1cc(NC(=O)OC(C)(C)C)c([N+](=O)[O-])cc1I.OB(O)c1ccc(F)cc1. (2) Given the product CCn1c(Br)c(Br)c(C#N)c1Br, predict the reactants needed to synthesize it. The reactants are: CCI.N#Cc1c(Br)[nH]c(Br)c1Br. (3) Given the product Cc1nc(Oc2ccccc2)c2nc(C)n(CCCCCSc3ccccc3)c2c1C, predict the reactants needed to synthesize it. The reactants are: Cc1nc(Oc2ccccc2)c2nc(C)n(CCCCCCl)c2c1C.Sc1ccccc1. (4) Given the product OCc1cc2cccc(O)c2cc1O, predict the reactants needed to synthesize it. The reactants are: O=C(O)c1cc2cccc(O)c2cc1O. (5) The reactants are: CC(C)(C)OC(=O)NC(C(=O)c1ccc(O)cc1)c1ccc(Cl)c(Cl)c1.CC(C)CO. Given the product CC(C)COc1ccc(C(=O)C(NC(=O)OC(C)(C)C)c2ccc(Cl)c(Cl)c2)cc1, predict the reactants needed to synthesize it.